From a dataset of Serine/threonine kinase 33 screen with 319,792 compounds. Binary Classification. Given a drug SMILES string, predict its activity (active/inactive) in a high-throughput screening assay against a specified biological target. (1) The compound is O=C(NCc1ccc(OC)cc1)C1CCC(CC1)CNC1=C(N2CCC(CC2)C)C(=O)C1=O. The result is 0 (inactive). (2) The molecule is S(CC(=O)NCC(OCC)=O)c1sc(SCC(=O)NCC(OCC)=O)nn1. The result is 0 (inactive). (3) The drug is O=C(N1CCCc2c1cccc2)C(=O)c1c2c(n(c1)CC(=O)N(CC)CC)cccc2. The result is 0 (inactive). (4) The compound is Brc1ccc(cc1)/C=N\N=C(\N)N. The result is 0 (inactive).